This data is from Catalyst prediction with 721,799 reactions and 888 catalyst types from USPTO. The task is: Predict which catalyst facilitates the given reaction. (1) Reactant: C[CH2:2][N:3]([CH:7]([CH3:9])C)[CH:4]([CH3:6])C.[Cl:10][C:11]1[C:20]2[C:15](=[CH:16][C:17]([O:21][CH3:22])=[CH:18][CH:19]=2)C=C(NC)[N:12]=1.C(=O)C.C([BH3-])#N. Product: [Cl:10][C:11]1[C:20]2[C:19](=[CH:18][C:17]([O:21][CH3:22])=[CH:16][CH:15]=2)[CH:9]=[C:7]([N:3]([CH2:4][CH3:6])[CH3:2])[N:12]=1. The catalyst class is: 130. (2) Reactant: [C:1]1([C:7]2[N:8]=[C:9]([C:17]3[CH:22]=[CH:21][N:20]=[C:19]([NH:23]C(=O)C)[CH:18]=3)[S:10][C:11]=2[C:12]2[NH:16][CH:15]=[N:14][N:13]=2)[CH:6]=[CH:5][CH:4]=[CH:3][CH:2]=1.[OH-].[Na+].CO.Cl. Product: [C:1]1([C:7]2[N:8]=[C:9]([C:17]3[CH:22]=[CH:21][N:20]=[C:19]([NH2:23])[CH:18]=3)[S:10][C:11]=2[C:12]2[NH:16][CH:15]=[N:14][N:13]=2)[CH:2]=[CH:3][CH:4]=[CH:5][CH:6]=1. The catalyst class is: 7. (3) Reactant: [C:1]([O:5][C:6](=[O:36])[NH:7][C@H:8]1[CH2:16][CH2:15][CH2:14][C@H:13]([CH2:17][CH2:18][O:19][Si](C(C)(C)C)(C)C)[C@@H:12]([O:27][C:28]2[CH:33]=[CH:32][CH:31]=[CH:30][CH:29]=2)[C@H:11]([CH3:34])[O:10][C:9]1=[O:35])([CH3:4])([CH3:3])[CH3:2].CCCC[N+](CCCC)(CCCC)CCCC.[F-].[Na+].[Cl-]. Product: [C:1]([O:5][C:6](=[O:36])[NH:7][C@H:8]1[CH2:16][CH2:15][CH2:14][C@H:13]([CH2:17][CH2:18][OH:19])[C@@H:12]([O:27][C:28]2[CH:29]=[CH:30][CH:31]=[CH:32][CH:33]=2)[C@H:11]([CH3:34])[O:10][C:9]1=[O:35])([CH3:3])([CH3:2])[CH3:4]. The catalyst class is: 1. (4) Reactant: [OH:1][C@@:2]1([C:33]([F:36])([F:35])[F:34])[C:14]2[CH:13]=[C:12]([O:15][CH2:16][C@@H:17]([OH:19])[CH3:18])[CH:11]=[C:10]([C:20]3[CH:21]=[N:22][N:23]([C:25]([CH3:32])([CH3:31])[C:26]([O:28]CC)=[O:27])[CH:24]=3)[C:9]=2[C:8]2[C:3]1=[CH:4][CH:5]=[CH:6][CH:7]=2.[OH-].[Na+].Cl. Product: [OH:1][C@@:2]1([C:33]([F:35])([F:36])[F:34])[C:14]2[CH:13]=[C:12]([O:15][CH2:16][C@@H:17]([OH:19])[CH3:18])[CH:11]=[C:10]([C:20]3[CH:21]=[N:22][N:23]([C:25]([CH3:31])([CH3:32])[C:26]([OH:28])=[O:27])[CH:24]=3)[C:9]=2[C:8]2[C:3]1=[CH:4][CH:5]=[CH:6][CH:7]=2. The catalyst class is: 8. (5) Reactant: C(N(CC)CC)C.C1C[O:11][CH2:10]C1.[C:13]([N:16]1[C:25]2[C:20](=[CH:21][C:22]([C:26]([NH:28][NH2:29])=[O:27])=[CH:23][CH:24]=2)[CH:19]([NH:30][C:31]2[CH:36]=[CH:35][C:34]([Cl:37])=[CH:33][CH:32]=2)[CH2:18][CH:17]1[CH3:38])(=[O:15])[CH3:14]. Product: [C:13]([N:16]1[C:25]2[C:20](=[CH:21][C:22]([C:26]3[O:27][C:10](=[O:11])[NH:29][N:28]=3)=[CH:23][CH:24]=2)[CH:19]([NH:30][C:31]2[CH:32]=[CH:33][C:34]([Cl:37])=[CH:35][CH:36]=2)[CH2:18][CH:17]1[CH3:38])(=[O:15])[CH3:14]. The catalyst class is: 6. (6) Reactant: [CH3:1][O:2][C:3]1[CH:22]=[C:21]([O:23][CH3:24])[CH:20]=[CH:19][C:4]=1[CH2:5][NH:6][C:7]1[S:8][C:9]([C:12](=O)[CH:13]=[CH:14][N:15](C)C)=[CH:10][N:11]=1.Cl.[Cl:26][C:27]1[CH:32]=[CH:31][CH:30]=[C:29]([Cl:33])[C:28]=1[NH:34]N.O.C([O-])(O)=O.[Na+]. Product: [Cl:26][C:27]1[CH:32]=[CH:31][CH:30]=[C:29]([Cl:33])[C:28]=1[N:34]1[C:12]([C:9]2[S:8][C:7]([NH:6][CH2:5][C:4]3[CH:19]=[CH:20][C:21]([O:23][CH3:24])=[CH:22][C:3]=3[O:2][CH3:1])=[N:11][CH:10]=2)=[CH:13][CH:14]=[N:15]1. The catalyst class is: 8. (7) Reactant: [NH2:1][C:2]1[N:6]([C:7]2[CH:12]=[CH:11][CH:10]=[CH:9][C:8]=2O)[N:5]=[C:4]([C:14]([CH3:17])([CH3:16])[CH3:15])[CH:3]=1.C1(P(C2C=CC=CC=2)C2C=CC=CC=2)C=CC=CC=1.[CH2:37]([O:44][CH2:45][C@H:46]([OH:48])[CH3:47])[C:38]1[CH:43]=[CH:42][CH:41]=[CH:40][CH:39]=1.CC(OC(/N=N/C(OC(C)C)=O)=O)C. Product: [CH2:37]([O:44][CH2:45][C@H:46]([CH3:47])[O:48][C:9]1[CH:8]=[C:7]([N:6]2[C:2]([NH2:1])=[CH:3][C:4]([C:14]([CH3:17])([CH3:16])[CH3:15])=[N:5]2)[CH:12]=[CH:11][CH:10]=1)[C:38]1[CH:43]=[CH:42][CH:41]=[CH:40][CH:39]=1. The catalyst class is: 20.